This data is from NCI-60 drug combinations with 297,098 pairs across 59 cell lines. The task is: Regression. Given two drug SMILES strings and cell line genomic features, predict the synergy score measuring deviation from expected non-interaction effect. Drug 1: CC1=C(C(=CC=C1)Cl)NC(=O)C2=CN=C(S2)NC3=CC(=NC(=N3)C)N4CCN(CC4)CCO. Drug 2: CCN(CC)CCCC(C)NC1=C2C=C(C=CC2=NC3=C1C=CC(=C3)Cl)OC. Cell line: LOX IMVI. Synergy scores: CSS=65.2, Synergy_ZIP=-6.31, Synergy_Bliss=-5.47, Synergy_Loewe=-15.6, Synergy_HSA=0.345.